From a dataset of Full USPTO retrosynthesis dataset with 1.9M reactions from patents (1976-2016). Predict the reactants needed to synthesize the given product. (1) Given the product [C:24]([C:7]1[CH:8]=[C:9]([N:11]2[C:15]([C:16]([OH:18])=[O:17])=[CH:14][C:13]([C:20]([O:22][CH3:23])=[O:21])=[N:12]2)[CH:10]=[C:5]([C:1]([CH3:4])([CH3:3])[CH3:2])[N:6]=1)([CH3:27])([CH3:26])[CH3:25], predict the reactants needed to synthesize it. The reactants are: [C:1]([C:5]1[CH:10]=[C:9]([N:11]2[C:15]([C:16]([O:18]C)=[O:17])=[CH:14][C:13]([C:20]([O:22][CH3:23])=[O:21])=[N:12]2)[CH:8]=[C:7]([C:24]([CH3:27])([CH3:26])[CH3:25])[N:6]=1)([CH3:4])([CH3:3])[CH3:2].[OH-].[Na+]. (2) Given the product [CH3:1][O:2][C:3](=[O:13])[CH2:4][C:5]1[CH:6]=[C:7]([C:68]2[CH:67]=[CH:66][C:65]([C:62]([CH2:80][CH3:81])([C:59]3[CH:60]=[CH:61][C:56](/[CH:55]=[CH:54]/[C:53]([CH2:83][CH3:84])([OH:85])[CH2:51][CH3:52])=[C:57]([CH3:82])[CH:58]=3)[CH2:63][CH3:64])=[CH:70][CH:69]=2)[CH:8]=[C:9]([F:11])[CH:10]=1, predict the reactants needed to synthesize it. The reactants are: [CH3:1][O:2][C:3](=[O:13])[CH2:4][C:5]1[CH:10]=[C:9]([F:11])[CH:8]=[C:7](Cl)[CH:6]=1.C1(P(C2CCCCC2)C2C=CC=CC=2C2C(OC)=CC=CC=2OC)CCCCC1.P([O-])([O-])([O-])=O.[K+].[K+].[K+].[CH2:51]([C:53]([OH:85])([CH2:83][CH3:84])/[CH:54]=[CH:55]/[C:56]1[CH:61]=[CH:60][C:59]([C:62]([CH2:80][CH3:81])([C:65]2[CH:70]=[CH:69][C:68](B3OC(C)(C)C(C)(C)O3)=[CH:67][CH:66]=2)[CH2:63][CH3:64])=[CH:58][C:57]=1[CH3:82])[CH3:52].C(=O)(O)[O-].[Na+].